Dataset: Forward reaction prediction with 1.9M reactions from USPTO patents (1976-2016). Task: Predict the product of the given reaction. (1) Given the reactants [OH:1][C@H:2]([C:26]1[CH:35]=[CH:34][C:29]2[C:30](=[O:33])[O:31][CH2:32][C:28]=2[C:27]=1[CH3:36])[CH2:3][N:4]1[CH2:9][CH2:8][C:7]([NH:18]C(=O)OC(C)(C)C)([C:10](=[O:17])[NH:11][C:12]2[S:16][N:15]=[CH:14][CH:13]=2)[CH2:6][CH2:5]1.[ClH:37], predict the reaction product. The product is: [ClH:37].[NH2:18][C:7]1([C:10]([NH:11][C:12]2[S:16][N:15]=[CH:14][CH:13]=2)=[O:17])[CH2:8][CH2:9][N:4]([CH2:3][C@H:2]([OH:1])[C:26]2[CH:35]=[CH:34][C:29]3[C:30](=[O:33])[O:31][CH2:32][C:28]=3[C:27]=2[CH3:36])[CH2:5][CH2:6]1.[ClH:37]. (2) Given the reactants C([O-])(=O)C.[Na+].[CH3:6][O:7][C:8]1[CH:13]=[C:12]([F:14])[CH:11]=[CH:10][N:9]=1.[Br:15]Br.[OH-].[Na+], predict the reaction product. The product is: [Br:15][C:11]1[C:12]([F:14])=[CH:13][C:8]([O:7][CH3:6])=[N:9][CH:10]=1.